This data is from Forward reaction prediction with 1.9M reactions from USPTO patents (1976-2016). The task is: Predict the product of the given reaction. (1) Given the reactants Br[C:2]1[CH:7]=[CH:6][C:5]([C:8]2[O:12][N:11]=[C:10]([CH3:13])[C:9]=2[NH:14][C:15](=[O:24])[CH2:16][CH2:17][C:18]2[CH:23]=[CH:22][CH:21]=[CH:20][CH:19]=2)=[CH:4][CH:3]=1.[C:25]([C:28]1[CH:29]=[C:30](B(O)O)[CH:31]=[CH:32][CH:33]=1)([OH:27])=[O:26], predict the reaction product. The product is: [CH3:13][C:10]1[C:9]([NH:14][C:15](=[O:24])[CH2:16][CH2:17][C:18]2[CH:23]=[CH:22][CH:21]=[CH:20][CH:19]=2)=[C:8]([C:5]2[CH:6]=[CH:7][C:2]([C:32]3[CH:31]=[CH:30][CH:29]=[C:28]([C:25]([OH:27])=[O:26])[CH:33]=3)=[CH:3][CH:4]=2)[O:12][N:11]=1. (2) Given the reactants [CH:1]1([N:5]2[CH2:11][CH2:10][C:9]3[S:12][C:13]([C:15]4[CH:23]=[CH:22][C:18]([C:19](O)=[O:20])=[CH:17][CH:16]=4)=[N:14][C:8]=3[CH2:7][CH2:6]2)[CH2:4][CH2:3][CH2:2]1.[NH3:24], predict the reaction product. The product is: [CH:1]1([N:5]2[CH2:11][CH2:10][C:9]3[S:12][C:13]([C:15]4[CH:23]=[CH:22][C:18]([C:19]([NH2:24])=[O:20])=[CH:17][CH:16]=4)=[N:14][C:8]=3[CH2:7][CH2:6]2)[CH2:2][CH2:3][CH2:4]1. (3) Given the reactants Cl[C:2]1[C:7]([CH:8]([CH2:13][CH2:14][CH3:15])[C:9]([O:11][CH3:12])=[O:10])=[C:6]([CH3:16])[N:5]=[C:4]([C:17]2[CH:22]=[CH:21][CH:20]=[CH:19][CH:18]=2)[N:3]=1.[Cl:23][C:24]1[CH:29]=[CH:28][C:27](B(O)O)=[C:26]([F:33])[CH:25]=1.C(N(CC)C(C)C)(C)C, predict the reaction product. The product is: [Cl:23][C:24]1[CH:29]=[CH:28][C:27]([C:2]2[C:7]([CH:8]([CH2:13][CH2:14][CH3:15])[C:9]([O:11][CH3:12])=[O:10])=[C:6]([CH3:16])[N:5]=[C:4]([C:17]3[CH:22]=[CH:21][CH:20]=[CH:19][CH:18]=3)[N:3]=2)=[C:26]([F:33])[CH:25]=1.